Dataset: Reaction yield outcomes from USPTO patents with 853,638 reactions. Task: Predict the reaction yield, written as a fraction of the theoretical maximum amount of product (1.0 means a 100% yield; for example, 0.34 means a 34% yield). (1) The reactants are [CH2:1]1[C:5]2([CH2:10][CH2:9][N:8]([C:11]([O:13][C:14]([CH3:17])([CH3:16])[CH3:15])=[O:12])[CH2:7][CH2:6]2)[CH2:4][CH:3]([C:18]([O:20][CH2:21][CH3:22])=[O:19])[NH:2]1.CN(C(ON1N=NC2C=CC=NC1=2)=[N+](C)C)C.F[P-](F)(F)(F)(F)F.[CH3:47][O:48][C:49]([NH:51][C@H:52]([C:56](O)=[O:57])[CH:53]([CH3:55])[CH3:54])=[O:50].CCN(C(C)C)C(C)C. The catalyst is C(Cl)Cl. The product is [CH3:47][O:48][C:49]([NH:51][C@H:52]([C:56]([N:2]1[CH:3]([C:18]([O:20][CH2:21][CH3:22])=[O:19])[CH2:4][C:5]2([CH2:6][CH2:7][N:8]([C:11]([O:13][C:14]([CH3:17])([CH3:16])[CH3:15])=[O:12])[CH2:9][CH2:10]2)[CH2:1]1)=[O:57])[CH:53]([CH3:54])[CH3:55])=[O:50]. The yield is 0.550. (2) The reactants are [CH3:1][O:2][C:3](=[O:69])/[CH:4]=[CH:5]/[C:6]1[CH:68]=[CH:67][C:9]([C:10]([O:12][CH2:13][CH2:14][CH2:15][CH2:16][CH2:17][CH2:18][O:19][C:20](=[O:66])[C:21]([CH2:56][C:57]2[CH:62]=[CH:61][C:60]([N+:63]([O-])=O)=[CH:59][CH:58]=2)([CH2:46][C:47]2[CH:52]=[CH:51][C:50]([N+:53]([O-])=O)=[CH:49][CH:48]=2)[C:22]([O:24][CH2:25][CH2:26][CH2:27][CH2:28][CH2:29][CH2:30][O:31][C:32](=[O:45])[C:33]2[CH:38]=[CH:37][C:36](/[CH:39]=[CH:40]/[C:41]([O:43][CH3:44])=[O:42])=[CH:35][CH:34]=2)=[O:23])=[O:11])=[CH:8][CH:7]=1. The catalyst is CN(C)C=O.O.[Zn]. The product is [CH3:1][O:2][C:3](=[O:69])/[CH:4]=[CH:5]/[C:6]1[CH:7]=[CH:8][C:9]([C:10]([O:12][CH2:13][CH2:14][CH2:15][CH2:16][CH2:17][CH2:18][O:19][C:20](=[O:66])[C:21]([CH2:56][C:57]2[CH:62]=[CH:61][C:60]([NH2:63])=[CH:59][CH:58]=2)([CH2:46][C:47]2[CH:52]=[CH:51][C:50]([NH2:53])=[CH:49][CH:48]=2)[C:22]([O:24][CH2:25][CH2:26][CH2:27][CH2:28][CH2:29][CH2:30][O:31][C:32](=[O:45])[C:33]2[CH:38]=[CH:37][C:36](/[CH:39]=[CH:40]/[C:41]([O:43][CH3:44])=[O:42])=[CH:35][CH:34]=2)=[O:23])=[O:11])=[CH:67][CH:68]=1. The yield is 0.640.